This data is from Full USPTO retrosynthesis dataset with 1.9M reactions from patents (1976-2016). The task is: Predict the reactants needed to synthesize the given product. (1) Given the product [C:1]([O:5][C:6](=[O:7])[NH:8][N:9]1[C:16](=[O:17])[C:13]2([C:20]3[CH:25]=[CH:24][C:23]([C:26]([F:29])([F:28])[F:27])=[CH:22][CH:21]=3)[CH2:14][CH2:15][CH:10]1[CH2:11][CH2:12]2)([CH3:4])([CH3:3])[CH3:2], predict the reactants needed to synthesize it. The reactants are: [C:1]([O:5][C:6]([NH:8][NH:9][CH:10]1[CH2:15][CH2:14][C:13]([C:20]2[CH:25]=[CH:24][C:23]([C:26]([F:29])([F:28])[F:27])=[CH:22][CH:21]=2)([C:16](OC)=[O:17])[CH2:12][CH2:11]1)=[O:7])([CH3:4])([CH3:3])[CH3:2].[OH-].[Na+].C(OCC)C.Cl. (2) Given the product [CH2:1]([C:3]1[CH:8]=[C:7]([C:9]([F:12])([F:10])[F:11])[N:6]=[C:5]([C@H:13]([N:15]([CH3:23])[S@:16]([C:18]([CH3:19])([CH3:21])[CH3:20])=[O:17])[CH3:14])[CH:4]=1)[CH3:2], predict the reactants needed to synthesize it. The reactants are: [CH2:1]([C:3]1[CH:8]=[C:7]([C:9]([F:12])([F:11])[F:10])[N:6]=[C:5]([C@H:13]([NH:15][S@:16]([C:18]([CH3:21])([CH3:20])[CH3:19])=[O:17])[CH3:14])[CH:4]=1)[CH3:2].[Li+].[CH3:23][Si]([N-][Si](C)(C)C)(C)C.CI. (3) Given the product [Cl:10][C:11]1[CH:12]=[C:13]([CH:35]=[CH:36][C:37]=1[Cl:38])[CH2:14][N:15]1[CH2:20][CH2:19][O:18][CH:17]([CH2:21][NH:22][C:23](=[O:34])[N:6]([C:5]2[CH:8]=[CH:9][C:2]([F:1])=[CH:3][CH:4]=2)[CH3:7])[CH2:16]1, predict the reactants needed to synthesize it. The reactants are: [F:1][C:2]1[CH:9]=[CH:8][C:5]([NH:6][CH3:7])=[CH:4][CH:3]=1.[Cl:10][C:11]1[CH:12]=[C:13]([CH:35]=[CH:36][C:37]=1[Cl:38])[CH2:14][N:15]1[CH2:20][CH2:19][O:18][CH:17]([CH2:21][NH:22][C:23](=[O:34])OC2C=CC([N+]([O-])=O)=CC=2)[CH2:16]1. (4) Given the product [C:63]([O:62][C:60]([N:56]1[CH2:57][CH2:58][CH2:59][C@H:55]1[C:53]1[NH:54][C:50]([C:47]2[CH:48]=[CH:49][C:44]([C:40]3[CH:39]=[C:38]4[C:43]([C:35]([NH:34][C:13]([C@@H:9]5[CH2:10][CH2:11][CH2:12][N:8]5[C:6]([O:5][C:1]([CH3:2])([CH3:3])[CH3:4])=[O:7])=[O:15])=[N:36][N:37]4[C:67]([O:69][C:70]([CH3:73])([CH3:72])[CH3:71])=[O:68])=[CH:42][CH:41]=3)=[CH:45][CH:46]=2)=[CH:51][N:52]=1)=[O:61])([CH3:66])([CH3:65])[CH3:64], predict the reactants needed to synthesize it. The reactants are: [C:1]([O:5][C:6]([N:8]1[CH2:12][CH2:11][CH2:10][C@H:9]1[C:13]([OH:15])=O)=[O:7])([CH3:4])([CH3:3])[CH3:2].C(OC1C=CC2C(=CC=CC=2)N1C(OCC)=O)C.[NH2:34][C:35]1[C:43]2[C:38](=[CH:39][C:40]([C:44]3[CH:49]=[CH:48][C:47]([C:50]4[NH:54][C:53]([C@@H:55]5[CH2:59][CH2:58][CH2:57][N:56]5[C:60]([O:62][C:63]([CH3:66])([CH3:65])[CH3:64])=[O:61])=[N:52][CH:51]=4)=[CH:46][CH:45]=3)=[CH:41][CH:42]=2)[N:37]([C:67]([O:69][C:70]([CH3:73])([CH3:72])[CH3:71])=[O:68])[N:36]=1.CCN(C(C)C)C(C)C.